This data is from Forward reaction prediction with 1.9M reactions from USPTO patents (1976-2016). The task is: Predict the product of the given reaction. (1) Given the reactants Cl.[NH2:2][C@H:3]([CH2:36][C:37]1[CH:42]=[CH:41][C:40]([Cl:43])=[CH:39][CH:38]=1)[C:4]([N:6]1[CH2:11][CH2:10][CH:9]([C:12]2[CH:17]=[CH:16][CH:15]=[CH:14][C:13]=2[NH:18][C:19]([O:21][CH2:22][CH:23]2[C:35]3[CH:34]=[CH:33][CH:32]=[CH:31][C:30]=3[C:29]3[C:24]2=[CH:25][CH:26]=[CH:27][CH:28]=3)=[O:20])[CH2:8][CH2:7]1)=[O:5].CCN(C(C)C)C(C)C.[N:53]1([C:66]([O:68][C:69]([CH3:72])([CH3:71])[CH3:70])=[O:67])[CH2:62][C:61]2[C:56](=[CH:57][CH:58]=[CH:59][CH:60]=2)[CH2:55][C@H:54]1[C:63](O)=[O:64].C1C=NC2N(O)N=NC=2C=1.C(Cl)CCl, predict the reaction product. The product is: [Cl:43][C:40]1[CH:41]=[CH:42][C:37]([CH2:36][C@@H:3]([NH:2][C:63]([C@@H:54]2[CH2:55][C:56]3[C:61](=[CH:60][CH:59]=[CH:58][CH:57]=3)[CH2:62][N:53]2[C:66]([O:68][C:69]([CH3:72])([CH3:71])[CH3:70])=[O:67])=[O:64])[C:4]([N:6]2[CH2:11][CH2:10][CH:9]([C:12]3[CH:17]=[CH:16][CH:15]=[CH:14][C:13]=3[NH:18][C:19]([O:21][CH2:22][CH:23]3[C:24]4[CH:25]=[CH:26][CH:27]=[CH:28][C:29]=4[C:30]4[C:35]3=[CH:34][CH:33]=[CH:32][CH:31]=4)=[O:20])[CH2:8][CH2:7]2)=[O:5])=[CH:38][CH:39]=1. (2) Given the reactants [CH3:1][O:2][C:3]1[CH:22]=[CH:21][C:6]([CH2:7][C@@H:8]2[C:12]3=[N:13][C:14]4[CH:19]=[CH:18][CH:17]=[CH:16][C:15]=4[N:11]3[C:10](=[O:20])[NH:9]2)=[CH:5][CH:4]=1.[C:23]1([C@@H:29]([NH2:32])[CH2:30][CH3:31])[CH:28]=[CH:27][CH:26]=[CH:25][CH:24]=1.C(O)(C(F)(F)F)=O, predict the reaction product. The product is: [NH:13]1[C:14]2[CH:19]=[CH:18][CH:17]=[CH:16][C:15]=2[N:11]=[C:12]1[C@H:8]([NH:9][C:10]([NH:32][C@H:29]([C:23]1[CH:28]=[CH:27][CH:26]=[CH:25][CH:24]=1)[CH2:30][CH3:31])=[O:20])[CH2:7][C:6]1[CH:21]=[CH:22][C:3]([O:2][CH3:1])=[CH:4][CH:5]=1. (3) Given the reactants [Br:1]N1C(=O)CCC1=O.[CH3:9][C:10]1[C:15]2[C:16](=[O:19])[CH2:17][O:18][C:14]=2[C:13]([CH3:20])=[C:12]([CH3:21])[CH:11]=1, predict the reaction product. The product is: [Br:1][C:11]1[C:12]([CH3:21])=[C:13]([CH3:20])[C:14]2[O:18][CH2:17][C:16](=[O:19])[C:15]=2[C:10]=1[CH3:9]. (4) Given the reactants Cl[C:2]1[N:7]=[CH:6][N:5]=[C:4]([O:8][C:9]2[CH:35]=[CH:34][CH:33]=[CH:32][C:10]=2[CH2:11][NH:12][C:13]([NH:15][C:16]2[N:20]([C:21]3[CH:26]=[CH:25][C:24]([CH3:27])=[CH:23][CH:22]=3)[N:19]=[C:18]([C:28]([CH3:31])([CH3:30])[CH3:29])[CH:17]=2)=[O:14])[CH:3]=1.[C:36](=[O:39])([O-])[O-].[Na+].[Na+], predict the reaction product. The product is: [O:39]1[CH2:36][CH2:6][N:5]([C:2]2[N:7]=[CH:6][N:5]=[C:4]([O:8][C:9]3[CH:35]=[CH:34][CH:33]=[CH:32][C:10]=3[CH2:11][NH:12][C:13]([NH:15][C:16]3[N:20]([C:21]4[CH:26]=[CH:25][C:24]([CH3:27])=[CH:23][CH:22]=4)[N:19]=[C:18]([C:28]([CH3:31])([CH3:30])[CH3:29])[CH:17]=3)=[O:14])[CH:3]=2)[CH2:4][CH2:3]1.